This data is from Forward reaction prediction with 1.9M reactions from USPTO patents (1976-2016). The task is: Predict the product of the given reaction. (1) Given the reactants Br[CH2:2][C:3]1[CH:8]=[CH:7][C:6]([C:9]2[CH:14]=[CH:13][CH:12]=[C:11]([S:15]([NH2:18])(=[O:17])=[O:16])[CH:10]=2)=[CH:5][CH:4]=1.C(=O)(O)[O-].[Na+].[C:24]([OH:27])(=[S:26])[CH3:25], predict the reaction product. The product is: [S:15]([C:11]1[CH:10]=[C:9]([C:6]2[CH:7]=[CH:8][C:3]([CH2:2][S:26][C:24](=[O:27])[CH3:25])=[CH:4][CH:5]=2)[CH:14]=[CH:13][CH:12]=1)(=[O:17])(=[O:16])[NH2:18]. (2) Given the reactants [CH2:1]([C:3]1[CH:4]=[C:5]([C:12]([C:14]2[C:23]3[C:18](=[CH:19][CH:20]=[CH:21][CH:22]=3)[CH:17]=[CH:16][CH:15]=2)=[O:13])[CH:6]=[CH:7][C:8]=1[N+:9]([O-:11])=[O:10])[CH3:2].[C:24]1([CH3:34])C=CC(S(O)(=O)=O)=CC=1.[OH2:35], predict the reaction product. The product is: [CH2:1]([C:3]1[CH:4]=[C:5]([C:12]2([C:14]3[C:23]4[C:18](=[CH:19][CH:20]=[CH:21][CH:22]=4)[CH:17]=[CH:16][CH:15]=3)[O:35][CH2:24][CH2:34][O:13]2)[CH:6]=[CH:7][C:8]=1[N+:9]([O-:11])=[O:10])[CH3:2].